From a dataset of Blood-brain barrier permeability regression values from the B3DB database. Regression/Classification. Given a drug SMILES string, predict its absorption, distribution, metabolism, or excretion properties. Task type varies by dataset: regression for continuous measurements (e.g., permeability, clearance, half-life) or binary classification for categorical outcomes (e.g., BBB penetration, CYP inhibition). For this dataset (b3db_regression), we predict Y. (1) The compound is CN(C)[C@H]1[C@@H]2C[C@@H]3CC4=C(C=CC(=C4C(=C3C(=O)[C@@]2(C(=C(C1=O)C(=O)N)O)O)O)O)N(C)C. The Y is -0.520 log(BB ratio). (2) The drug is COC1=C(C=C(C=C1)OC(F)(F)F)CN[C@H]2CCCN[C@@H]2C3=CC=CC=C3. The Y is 1.11 log(BB ratio). (3) The Y is -1.30 log(BB ratio). The molecule is C[NH+](C)CC1=CC=C(CSCCNC2=NC(=O)C(=CN2)CC3=CC=C4C=CC=CC4=C3)O1. (4) The molecule is C1CC2=C(C=CC(=C2)F)OC1C(CNCC(C3CCC4=C(O3)C=CC(=C4)F)O)O. The Y is 0.570 log(BB ratio).